From a dataset of Reaction yield outcomes from USPTO patents with 853,638 reactions. Predict the reaction yield, written as a fraction of the theoretical maximum amount of product (1.0 means a 100% yield; for example, 0.34 means a 34% yield). (1) The reactants are [F:1][C:2]1[CH:3]=[CH:4][CH:5]=[C:6]2[C:10]=1[N:9]([C@@H:11]([C:16]1[CH:21]=[CH:20][CH:19]=[C:18]([F:22])[CH:17]=1)[C@H:12]([OH:15])[CH2:13]O)[C:8](=[O:23])[C:7]2([CH3:25])[CH3:24].C1(C)C=CC(S(O)(=O)=O)=CC=1.C(OC)(OC)(OC)C.C(Br)(=O)C.[CH3:49][NH2:50].C(O)C. The yield is 0.600. The product is [F:1][C:2]1[CH:3]=[CH:4][CH:5]=[C:6]2[C:10]=1[N:9]([C@@H:11]([C:16]1[CH:21]=[CH:20][CH:19]=[C:18]([F:22])[CH:17]=1)[C@H:12]([OH:15])[CH2:13][NH:50][CH3:49])[C:8](=[O:23])[C:7]2([CH3:25])[CH3:24]. The catalyst is C1COCC1. (2) The reactants are Br[C:2]1[CH:3]=[C:4]([F:33])[C:5]([NH:12][C:13]2[C:18]([Cl:19])=[CH:17][N:16]=[C:15]([NH:20][C:21]3[CH:22]=[CH:23][C:24]4[CH2:30][CH2:29][CH2:28][C:27](=[O:31])[NH:26][C:25]=4[CH:32]=3)[N:14]=2)=[C:6]([CH:11]=1)[C:7]([NH:9][CH3:10])=[O:8].C1(C)C=CC=CC=1.C(O)C.C(=O)([O-])[O-].[Na+].[Na+].[C:50]([C:52]1[CH:57]=[CH:56][C:55](B(O)O)=[CH:54][CH:53]=1)#[N:51]. The catalyst is O.C1C=CC([P]([Pd]([P](C2C=CC=CC=2)(C2C=CC=CC=2)C2C=CC=CC=2)([P](C2C=CC=CC=2)(C2C=CC=CC=2)C2C=CC=CC=2)[P](C2C=CC=CC=2)(C2C=CC=CC=2)C2C=CC=CC=2)(C2C=CC=CC=2)C2C=CC=CC=2)=CC=1. The product is [CH3:10][NH:9][C:7]([C:6]1[CH:11]=[C:2]([C:55]2[CH:56]=[CH:57][C:52]([C:50]#[N:51])=[CH:53][CH:54]=2)[CH:3]=[C:4]([F:33])[C:5]=1[NH:12][C:13]1[C:18]([Cl:19])=[CH:17][N:16]=[C:15]([NH:20][C:21]2[CH:22]=[CH:23][C:24]3[CH2:30][CH2:29][CH2:28][C:27](=[O:31])[NH:26][C:25]=3[CH:32]=2)[N:14]=1)=[O:8]. The yield is 0.440. (3) The reactants are [Cl:1][C:2]1[C:10]([CH3:11])=[C:9](CC=S(=O)=O)[CH:8]=[CH:7][C:3]=1[C:4]([OH:6])=[O:5].[Br:17]N1C(=O)CCC1=O.C(OOC(=O)[C:36]1[CH:41]=CC=CC=1)(=O)C1C=CC=CC=1.[S:43](=[O:46])(O)[O-:44].[Na+]. The catalyst is C(#N)C.C(OOC(=O)C1C=CC=CC=1)(=O)C1C=CC=CC=1.C(OCC)(=O)C. The product is [Br:17][CH2:11][C:10]1[C:2]([Cl:1])=[C:3]([CH:7]=[CH:8][C:9]=1[S:43]([CH2:41][CH3:36])(=[O:46])=[O:44])[C:4]([OH:6])=[O:5]. The yield is 0.956. (4) The reactants are Br[C:2]1[N:7]=[CH:6][C:5]([C:8]2[CH:9]=[CH:10][C:11]3[N:15]=[C:14]([C@@H:16]4[CH2:28][N:26]5[C:27]6[CH:19]([C@@H:20]([NH:29][C:30](=[O:33])[O:31][CH3:32])[CH2:21][CH2:22][C:23]=6[CH:24]=[CH:25]5)[C:18](=[O:34])[CH2:17]4)[NH:13][C:12]=3[CH:35]=2)=[CH:4][CH:3]=1.[F:36][C:37]1([F:73])[CH2:41][N:40]([C:42](=[O:52])[C@@H:43]([NH:47][C:48](=[O:51])[O:49][CH3:50])[CH:44]([CH3:46])[CH3:45])[C@H:39]([C:53]2[NH:54][C:55]([C:58]3[CH:63]=[CH:62][C:61](B4OC(C)(C)C(C)(C)O4)=[CH:60][CH:59]=3)=[CH:56][N:57]=2)[CH2:38]1.C(=O)(O)[O-].[Na+].C1(C)C=CC=CC=1. The catalyst is O.C(O)C. The product is [CH3:32][O:31][C:30](=[O:33])[NH:29][C@@H:20]1[CH:19]2[C:18](=[O:34])[CH2:17][C@H:16]([C:14]3[NH:13][C:12]4[CH:35]=[C:8]([C:5]5[CH:6]=[N:7][C:2]([C:61]6[CH:60]=[CH:59][C:58]([C:55]7[NH:54][C:53]([C@@H:39]8[CH2:38][C:37]([F:73])([F:36])[CH2:41][N:40]8[C:42](=[O:52])[C@@H:43]([NH:47][C:48]([O:49][CH3:50])=[O:51])[CH:44]([CH3:46])[CH3:45])=[N:57][CH:56]=7)=[CH:63][CH:62]=6)=[CH:3][CH:4]=5)[CH:9]=[CH:10][C:11]=4[N:15]=3)[CH2:28][N:26]3[C:27]2=[C:23]([CH:24]=[CH:25]3)[CH2:22][CH2:21]1. The yield is 0.720. (5) The reactants are Cl[C:2]1[C:3]2[S:10][CH:9]=[CH:8][C:4]=2[N:5]=[CH:6][N:7]=1.[C:11]([O:15][C:16]([NH:18][C:19]1[CH:24]=[CH:23][CH:22]=[CH:21][C:20]=1[NH:25][C:26](=[O:42])[C:27]1[CH:32]=[CH:31][C:30](B2OC(C)(C)C(C)(C)O2)=[CH:29][CH:28]=1)=[O:17])([CH3:14])([CH3:13])[CH3:12]. No catalyst specified. The product is [C:11]([O:15][C:16]([NH:18][C:19]1[CH:24]=[CH:23][CH:22]=[CH:21][C:20]=1[NH:25][C:26](=[O:42])[C:27]1[CH:28]=[CH:29][C:30]([C:2]2[C:3]3[S:10][CH:9]=[CH:8][C:4]=3[N:5]=[CH:6][N:7]=2)=[CH:31][CH:32]=1)=[O:17])([CH3:14])([CH3:12])[CH3:13]. The yield is 0.690. (6) The reactants are [NH2:1][C:2]1[N:7]=[CH:6][N:5]=[C:4]2[N:8]([CH2:12][C:13]3[N:14]([C:25]4[CH:30]=[CH:29][CH:28]=[CH:27][C:26]=4[CH3:31])[C:15](=[O:24])[C:16]4[C:21]([CH:22]=3)=[CH:20][CH:19]=[CH:18][C:17]=4[CH3:23])[N:9]=[C:10](I)[C:3]=12.[CH3:32][C@@H:33]([OH:36])[C:34]#[CH:35].N(C(C)C)C(C)C. The catalyst is C1COCC1.Cl[Pd](Cl)([P](C1C=CC=CC=1)(C1C=CC=CC=1)C1C=CC=CC=1)[P](C1C=CC=CC=1)(C1C=CC=CC=1)C1C=CC=CC=1.[Cu]I. The product is [NH2:1][C:2]1[N:7]=[CH:6][N:5]=[C:4]2[N:8]([CH2:12][C:13]3[N:14]([C:25]4[CH:30]=[CH:29][CH:28]=[CH:27][C:26]=4[CH3:31])[C:15](=[O:24])[C:16]4[C:21]([CH:22]=3)=[CH:20][CH:19]=[CH:18][C:17]=4[CH3:23])[N:9]=[C:10]([C:35]#[C:34][C@H:33]([OH:36])[CH3:32])[C:3]=12. The yield is 0.700.